From a dataset of Reaction yield outcomes from USPTO patents with 853,638 reactions. Predict the reaction yield, written as a fraction of the theoretical maximum amount of product (1.0 means a 100% yield; for example, 0.34 means a 34% yield). (1) The reactants are [CH2:1]([O:3][C:4](=[O:28])[CH2:5][N:6]([CH2:24][C:25]([OH:27])=[O:26])[C:7]1[CH:15]=[C:14]2[C:10]([C:11]([CH3:22])=[N:12][N:13]2C2CCCCO2)=[CH:9][C:8]=1[CH3:23])[CH3:2].S(=O)(=O)(O)O. The catalyst is C(O)C. The product is [CH2:1]([O:3][C:4](=[O:28])[CH2:5][N:6]([CH2:24][C:25]([OH:27])=[O:26])[C:7]1[CH:15]=[C:14]2[C:10]([C:11]([CH3:22])=[N:12][NH:13]2)=[CH:9][C:8]=1[CH3:23])[CH3:2]. The yield is 0.850. (2) The reactants are C[O:2][C:3](=[O:32])[C:4]1[CH:9]=[CH:8][C:7]([CH2:10][N:11]2[CH:15]=[C:14]([C:16]3[CH:21]=[CH:20][C:19]([Cl:22])=[CH:18][C:17]=3[Cl:23])[N:13]=[C:12]2[CH2:24][C:25]2[CH:30]=[CH:29][C:28]([NH2:31])=[CH:27][CH:26]=2)=[CH:6][CH:5]=1.[C:33]([C:36]1[CH:37]=[C:38]([S:42](Cl)(=[O:44])=[O:43])[CH:39]=[CH:40][CH:41]=1)(=[O:35])[CH3:34]. No catalyst specified. The product is [C:33]([C:36]1[CH:37]=[C:38]([S:42]([NH:31][C:28]2[CH:29]=[CH:30][C:25]([CH2:24][C:12]3[N:11]([CH2:10][C:7]4[CH:6]=[CH:5][C:4]([C:3]([OH:2])=[O:32])=[CH:9][CH:8]=4)[CH:15]=[C:14]([C:16]4[CH:21]=[CH:20][C:19]([Cl:22])=[CH:18][C:17]=4[Cl:23])[N:13]=3)=[CH:26][CH:27]=2)(=[O:44])=[O:43])[CH:39]=[CH:40][CH:41]=1)(=[O:35])[CH3:34]. The yield is 0.800. (3) The reactants are Br[C:2]1[CH:3]=[C:4]([N:8]2[C:16]3[C:11](=[CH:12][C:13]([CH2:17][N:18]4[CH2:22][CH2:21][CH:20]([OH:23])[CH2:19]4)=[CH:14][CH:15]=3)[C:10]([C:24]([O:26][CH3:27])=[O:25])=[N:9]2)[CH:5]=[CH:6][CH:7]=1.[C:28]([C@:30]1([OH:37])[CH2:34][CH2:33][N:32]([CH3:35])[C:31]1=[O:36])#[CH:29]. No catalyst specified. The product is [OH:37][C@@:30]1([C:28]#[C:29][C:2]2[CH:3]=[C:4]([N:8]3[C:16]4[C:11](=[CH:12][C:13]([CH2:17][N:18]5[CH2:22][CH2:21][CH:20]([OH:23])[CH2:19]5)=[CH:14][CH:15]=4)[C:10]([C:24]([O:26][CH3:27])=[O:25])=[N:9]3)[CH:5]=[CH:6][CH:7]=2)[CH2:34][CH2:33][N:32]([CH3:35])[C:31]1=[O:36]. The yield is 0.730. (4) The reactants are [OH:1][C:2]1[CH:6]=[C:5]([C:7]([O:9][CH3:10])=[O:8])[NH:4][N:3]=1.Cl[CH2:12][O:13][CH3:14].C(=O)([O-])[O-].[K+].[K+].CN(C)C=O. The catalyst is O. The product is [CH3:12][O:13][CH2:14][O:1][C:2]1[CH:6]=[C:5]([C:7]([O:9][CH3:10])=[O:8])[NH:4][N:3]=1. The yield is 0.260. (5) The reactants are [OH-:1].[K+].[C:3]([NH:6][C:7]1[C:8]([I:31])=[C:9]([C:23]([NH:25][CH2:26][CH:27]([OH:30])[CH2:28][OH:29])=[O:24])[C:10]([I:22])=[C:11]([C:20]=1[I:21])[C:12]([NH:14][CH2:15][CH:16]([OH:19])[CH2:17][OH:18])=[O:13])(=[O:5])[CH3:4].B(O)(O)O.Cl. The catalyst is O.CC(O)(C)C. The product is [C:3]([N:6]([CH2:11][CH:20]([OH:1])[CH2:7][NH2:6])[C:7]1[C:20]([I:21])=[C:11]([C:12]([NH:14][CH2:15][CH:16]([OH:19])[CH2:17][OH:18])=[O:13])[C:10]([I:22])=[C:9]([C:8]=1[I:31])[C:23]([NH:25][CH2:26][CH:27]([OH:30])[CH2:28][OH:29])=[O:24])(=[O:5])[CH3:4]. The yield is 0.190. (6) The reactants are C([O:3][C:4]([C:6]1[C:15](=[O:16])[C:14]2[C:9](=[CH:10][C:11]([F:26])=[C:12]([CH2:17][C:18]3[CH:23]=[CH:22][CH:21]=[C:20]([Cl:24])[C:19]=3[F:25])[CH:13]=2)[N:8]([C@H:27]([CH2:31][O:32][Si](C(C)(C)C)(C)C)[CH:28]([CH3:30])[CH3:29])[CH:7]=1)=[O:5])C.[OH-].[Na+]. The catalyst is C(O)(C)C. The product is [Cl:24][C:20]1[C:19]([F:25])=[C:18]([CH:23]=[CH:22][CH:21]=1)[CH2:17][C:12]1[CH:13]=[C:14]2[C:9](=[CH:10][C:11]=1[F:26])[N:8]([C@H:27]([CH2:31][OH:32])[CH:28]([CH3:30])[CH3:29])[CH:7]=[C:6]([C:4]([OH:5])=[O:3])[C:15]2=[O:16]. The yield is 0.820. (7) The reactants are [F:1][C:2]1[CH:3]=[C:4]([CH:7]=[C:8]([F:11])[C:9]=1[F:10])[CH:5]=O.C1(P(C2C=CC=CC=2)(C2C=CC=CC=2)=[C:19]([CH3:25])[C:20]([O:22][CH2:23][CH3:24])=[O:21])C=CC=CC=1. The catalyst is CN(C=O)C. The product is [CH3:25]/[C:19](=[CH:5]\[C:4]1[CH:3]=[C:2]([F:1])[C:9]([F:10])=[C:8]([F:11])[CH:7]=1)/[C:20]([O:22][CH2:23][CH3:24])=[O:21]. The yield is 0.930. (8) The reactants are COC1C=CC(C[N:8]2[C:12]3=[N:13][CH:14]=[CH:15][C:16]([O:17][C:18]4[CH:23]=[CH:22][C:21]([NH:24][C:25]([C:27]5[C:28](=[O:40])[N:29]([C:33]6[CH:38]=[CH:37][C:36]([F:39])=[CH:35][CH:34]=6)[N:30]=[CH:31][CH:32]=5)=[O:26])=[CH:20][C:19]=4[F:41])=[C:11]3[C:10]([N:42]3[CH2:47][CH2:46][N:45]([CH3:48])[CH2:44][CH2:43]3)=[N:9]2)=CC=1.C(O)(C(F)(F)F)=O. No catalyst specified. The product is [F:41][C:19]1[CH:20]=[C:21]([NH:24][C:25]([C:27]2[C:28](=[O:40])[N:29]([C:33]3[CH:34]=[CH:35][C:36]([F:39])=[CH:37][CH:38]=3)[N:30]=[CH:31][CH:32]=2)=[O:26])[CH:22]=[CH:23][C:18]=1[O:17][C:16]1[CH:15]=[CH:14][N:13]=[C:12]2[NH:8][N:9]=[C:10]([N:42]3[CH2:43][CH2:44][N:45]([CH3:48])[CH2:46][CH2:47]3)[C:11]=12. The yield is 0.900. (9) The reactants are [Cl:1][C:2]1[CH:3]=[C:4]2[C:9](=[C:10]([CH3:12])[CH:11]=1)[NH:8][CH:7]([C:13]([F:16])([F:15])[F:14])[C:6]([C:17]([O:19]CC)=[O:18])=[CH:5]2.[OH-].[Li+].Cl.C(OCC)C. The catalyst is CO.O1CCCC1.O. The product is [Cl:1][C:2]1[CH:3]=[C:4]2[C:9](=[C:10]([CH3:12])[CH:11]=1)[NH:8][CH:7]([C:13]([F:16])([F:14])[F:15])[C:6]([C:17]([OH:19])=[O:18])=[CH:5]2. The yield is 0.950. (10) The reactants are [CH3:1][C:2]1[CH:6]=[C:5]([C:7]2([C:10]([O:12][CH2:13][CH3:14])=[O:11])[CH2:9][CH2:8]2)[O:4][N:3]=1.[Br:15]N1C(=O)CCC1=O.O. The catalyst is CN(C=O)C. The product is [Br:15][C:6]1[C:2]([CH3:1])=[N:3][O:4][C:5]=1[C:7]1([C:10]([O:12][CH2:13][CH3:14])=[O:11])[CH2:8][CH2:9]1. The yield is 0.940.